Dataset: Forward reaction prediction with 1.9M reactions from USPTO patents (1976-2016). Task: Predict the product of the given reaction. (1) Given the reactants [NH:1]1[CH:5]=[C:4]([C:6]2[CH:11]=[CH:10][N:9]=[CH:8][CH:7]=2)[CH:3]=[N:2]1.[CH2:12](Br)[C:13]1[CH:18]=[CH:17][CH:16]=[CH:15][CH:14]=1, predict the reaction product. The product is: [CH2:12]([N:9]1[CH2:10][CH:11]=[C:6]([C:4]2[CH:5]=[N:1][NH:2][CH:3]=2)[CH2:7][CH2:8]1)[C:13]1[CH:18]=[CH:17][CH:16]=[CH:15][CH:14]=1. (2) Given the reactants [Cl:1][C:2]1[N:7]=[C:6]([N:8]([CH2:13][CH2:14][CH3:15])[S:9]([CH3:12])(=[O:11])=[O:10])[CH:5]=[C:4]([CH2:16]O)[CH:3]=1.C(Br)(Br)(Br)[Br:19].C1(P(C2C=CC=CC=2)C2C=CC=CC=2)C=CC=CC=1, predict the reaction product. The product is: [Br:19][CH2:16][C:4]1[CH:3]=[C:2]([Cl:1])[N:7]=[C:6]([N:8]([CH2:13][CH2:14][CH3:15])[S:9]([CH3:12])(=[O:11])=[O:10])[CH:5]=1. (3) Given the reactants [CH3:1][C@:2]1([NH:15][C:16](=[O:22])[O:17][C:18]([CH3:21])([CH3:20])[CH3:19])[CH2:6][CH2:5][N:4]([C@@H](C2C=CC=CC=2)C)[CH2:3]1, predict the reaction product. The product is: [CH3:1][C@:2]1([NH:15][C:16](=[O:22])[O:17][C:18]([CH3:21])([CH3:20])[CH3:19])[CH2:6][CH2:5][NH:4][CH2:3]1. (4) Given the reactants [C:1]([CH2:4][CH2:5][CH2:6][O:7][C:8]1[CH:13]=[CH:12][C:11]([S:14]([C:17]2([C:23]([O:25]C(C)(C)C)=O)[CH2:22][CH2:21][O:20][CH2:19][CH2:18]2)(=[O:16])=[O:15])=[CH:10][CH:9]=1)(O)=[O:2].Cl.CN(C)CCCN=C=NCC.[OH:42][N:43]1C2C=CC=CC=2N=N1.[NH2:52][C:53]1[CH:58]=[CH:57][CH:56]=[CH:55][C:54]=1O.CN1CCOCC1, predict the reaction product. The product is: [O:2]1[C:54]2[CH:55]=[CH:56][CH:57]=[CH:58][C:53]=2[N:52]=[C:1]1[CH2:4][CH2:5][CH2:6][O:7][C:8]1[CH:9]=[CH:10][C:11]([S:14]([C:17]2([C:23]([NH:43][OH:42])=[O:25])[CH2:18][CH2:19][O:20][CH2:21][CH2:22]2)(=[O:15])=[O:16])=[CH:12][CH:13]=1. (5) The product is: [OH:18][CH2:17][CH2:16][CH2:15][CH2:14][NH:13][C:10]([C:2]1[O:1][C:5]2[CH:6]=[CH:7][CH:8]=[CH:9][C:4]=2[CH:3]=1)=[O:12]. Given the reactants [O:1]1[C:5]2[CH:6]=[CH:7][CH:8]=[CH:9][C:4]=2[CH:3]=[C:2]1[C:10]([OH:12])=O.[NH2:13][CH2:14][CH2:15][CH2:16][CH2:17][OH:18].ON1C2C=CC=CC=2N=N1.Cl.CN(C)CCCN=C=NCC.C(N(C(C)C)CC)(C)C, predict the reaction product. (6) Given the reactants [Cl:1][C:2]1[CH:10]=[CH:9][C:8]2[N:7]([CH2:11][C:12]([C:15]3[CH:20]=[CH:19][N:18]=[C:17]([CH3:21])[CH:16]=3)(O)[CH3:13])[C:6]3[CH2:22][CH2:23][N:24]([CH3:26])[CH2:25][C:5]=3[C:4]=2[CH:3]=1.S(Cl)(Cl)=O.[OH-].[K+], predict the reaction product. The product is: [Cl:1][C:2]1[CH:10]=[CH:9][C:8]2[N:7](/[CH:11]=[C:12](/[C:15]3[CH:20]=[CH:19][N:18]=[C:17]([CH3:21])[CH:16]=3)\[CH3:13])[C:6]3[CH2:22][CH2:23][N:24]([CH3:26])[CH2:25][C:5]=3[C:4]=2[CH:3]=1.